Dataset: Peptide-MHC class II binding affinity with 134,281 pairs from IEDB. Task: Regression. Given a peptide amino acid sequence and an MHC pseudo amino acid sequence, predict their binding affinity value. This is MHC class II binding data. (1) The peptide sequence is PGPNITATYGGKWLD. The MHC is DRB3_0101 with pseudo-sequence DRB3_0101. The binding affinity (normalized) is 0.326. (2) The peptide sequence is AAATAGTWVYGAFAA. The MHC is HLA-DQA10401-DQB10402 with pseudo-sequence HLA-DQA10401-DQB10402. The binding affinity (normalized) is 0.566. (3) The peptide sequence is IGKLFTQTMKGVERL. The MHC is HLA-DQA10201-DQB10303 with pseudo-sequence HLA-DQA10201-DQB10303. The binding affinity (normalized) is 0.427. (4) The peptide sequence is NKICTSKGDSARVTV. The MHC is HLA-DQA10102-DQB10602 with pseudo-sequence HLA-DQA10102-DQB10602. The binding affinity (normalized) is 0.281. (5) The peptide sequence is IPKGDFLTGPLNFTG. The MHC is HLA-DPA10103-DPB10401 with pseudo-sequence HLA-DPA10103-DPB10401. The binding affinity (normalized) is 0.256.